Dataset: Peptide-MHC class I binding affinity with 185,985 pairs from IEDB/IMGT. Task: Regression. Given a peptide amino acid sequence and an MHC pseudo amino acid sequence, predict their binding affinity value. This is MHC class I binding data. The peptide sequence is YLYNKYSFK. The MHC is HLA-A26:03 with pseudo-sequence HLA-A26:03. The binding affinity (normalized) is 0.325.